From a dataset of Forward reaction prediction with 1.9M reactions from USPTO patents (1976-2016). Predict the product of the given reaction. Given the reactants COC(=O)[C:4]1[CH:9]=[CH:8]C(OC)=[CH:6][C:5]=1[NH:12][C:13](=[O:15])[CH3:14].Br[C:18]1[CH:23]=[C:22]([Cl:24])[CH:21]=[C:20]([Cl:25])[CH:19]=1.[C:26](=O)(O)[O-:27].[Na+].C1(C)C=C(C)C=C(C)C=1.[C:40]([O:43][CH2:44]C)(=[O:42])[CH3:41], predict the reaction product. The product is: [CH3:44][O:43][C:40](=[O:42])[C:41]1[CH:8]=[CH:9][C:4]([O:27][CH3:26])=[C:5]([N:12]([C:13](=[O:15])[CH3:14])[C:18]2[CH:23]=[C:22]([Cl:24])[CH:21]=[C:20]([Cl:25])[CH:19]=2)[CH:6]=1.